This data is from NCI-60 drug combinations with 297,098 pairs across 59 cell lines. The task is: Regression. Given two drug SMILES strings and cell line genomic features, predict the synergy score measuring deviation from expected non-interaction effect. Drug 1: C1C(C(OC1N2C=NC3=C(N=C(N=C32)Cl)N)CO)O. Drug 2: CCC1(C2=C(COC1=O)C(=O)N3CC4=CC5=C(C=CC(=C5CN(C)C)O)N=C4C3=C2)O.Cl. Cell line: MDA-MB-231. Synergy scores: CSS=43.0, Synergy_ZIP=-4.51, Synergy_Bliss=-2.91, Synergy_Loewe=0.532, Synergy_HSA=2.55.